This data is from TCR-epitope binding with 47,182 pairs between 192 epitopes and 23,139 TCRs. The task is: Binary Classification. Given a T-cell receptor sequence (or CDR3 region) and an epitope sequence, predict whether binding occurs between them. (1) The epitope is ILKEPVHGV. The TCR CDR3 sequence is CASSLGQGDFEQYF. Result: 0 (the TCR does not bind to the epitope). (2) Result: 1 (the TCR binds to the epitope). The epitope is EILDITPCSF. The TCR CDR3 sequence is CASSLDRDPNQPQHF. (3) The epitope is VTIAEILLI. The TCR CDR3 sequence is CASSLAGGNYEQYF. Result: 1 (the TCR binds to the epitope). (4) The epitope is KLNVGDYFV. The TCR CDR3 sequence is CASLGTEWDTIYF. Result: 1 (the TCR binds to the epitope). (5) The epitope is TPINLVRDL. The TCR CDR3 sequence is CASSSYRDDEQFF. Result: 1 (the TCR binds to the epitope). (6) Result: 0 (the TCR does not bind to the epitope). The TCR CDR3 sequence is CASSLGHTNTDTQYF. The epitope is TFYLTNDVSFL. (7) The epitope is GLIYNRMGAVTTEV. The TCR CDR3 sequence is CASSSTSGGAWGTDTQYF. Result: 1 (the TCR binds to the epitope).